Dataset: Forward reaction prediction with 1.9M reactions from USPTO patents (1976-2016). Task: Predict the product of the given reaction. (1) Given the reactants [CH3:1][N:2]1[CH2:7][CH2:6][N:5]([CH2:8][CH2:9][CH2:10][O:11][C:12]2[CH:21]=[C:20]3[C:15]([C:16](=O)[NH:17][CH:18]=[N:19]3)=[CH:14][CH:13]=2)[CH2:4][CH2:3]1.P(Cl)(Cl)([Cl:25])=O.CN(C)C1C=CC=CC=1, predict the reaction product. The product is: [Cl:25][C:16]1[C:15]2[C:20](=[CH:21][C:12]([O:11][CH2:10][CH2:9][CH2:8][N:5]3[CH2:6][CH2:7][N:2]([CH3:1])[CH2:3][CH2:4]3)=[CH:13][CH:14]=2)[N:19]=[CH:18][N:17]=1. (2) Given the reactants [F:1][C:2]1([F:31])[CH2:6][CH2:5][N:4]([C:7]([C:9]2[CH:10]=[C:11]3[C:16](=[CH:17][CH:18]=2)[CH:15]=[N:14][CH:13]=[C:12]3[C:19]2[CH:24]=[CH:23][C:22]([C:25]3[CH:26]=[N:27][N:28]([CH3:30])[CH:29]=3)=[CH:21][CH:20]=2)=[O:8])[CH2:3]1.C1C=C(Cl)C=C(C(OO)=[O:40])C=1.[OH-].[Na+], predict the reaction product. The product is: [F:31][C:2]1([F:1])[CH2:6][CH2:5][N:4]([C:7]([C:9]2[CH:10]=[C:11]3[C:16](=[CH:17][CH:18]=2)[CH:15]=[N+:14]([O-:40])[CH:13]=[C:12]3[C:19]2[CH:24]=[CH:23][C:22]([C:25]3[CH:26]=[N:27][N:28]([CH3:30])[CH:29]=3)=[CH:21][CH:20]=2)=[O:8])[CH2:3]1. (3) Given the reactants [C:1]([C:4]1[CH:5]=[N:6][C:7]2[C:12]([C:13]=1[NH:14][C:15]1[CH:16]=[CH:17][C:18]([N:21]3[CH2:25][CH2:24][CH:23]([NH:26]C(=O)OC(C)(C)C)[CH2:22]3)=[N:19][CH:20]=1)=[CH:11][C:10](Br)=[CH:9][CH:8]=2)(=[O:3])[CH3:2].[Cl:35][C:36]1[CH:41]=[C:40](B2OC(C)(C)C(C)(C)O2)[CH:39]=[C:38]([O:51][CH3:52])[C:37]=1[OH:53], predict the reaction product. The product is: [NH2:26][CH:23]1[CH2:24][CH2:25][N:21]([C:18]2[N:19]=[CH:20][C:15]([NH:14][C:13]3[C:12]4[C:7](=[CH:8][CH:9]=[C:10]([C:40]5[CH:39]=[C:38]([O:51][CH3:52])[C:37]([OH:53])=[C:36]([Cl:35])[CH:41]=5)[CH:11]=4)[N:6]=[CH:5][C:4]=3[C:1](=[O:3])[CH3:2])=[CH:16][CH:17]=2)[CH2:22]1. (4) Given the reactants C([O:3][C:4]([CH:6]1[CH2:11][CH2:10][N:9]([C:12]2[CH:17]=[CH:16][C:15]([NH:18][C:19]([C:21]3[N:22]=[C:23]([C:30]4[CH:35]=[CH:34][CH:33]=[CH:32][CH:31]=4)[O:24][C:25]=3[C:26]([F:29])([F:28])[F:27])=[O:20])=[CH:14][CH:13]=2)[CH2:8][CH2:7]1)=[O:5])C.[OH-].[Na+], predict the reaction product. The product is: [C:30]1([C:23]2[O:24][C:25]([C:26]([F:27])([F:28])[F:29])=[C:21]([C:19]([NH:18][C:15]3[CH:14]=[CH:13][C:12]([N:9]4[CH2:8][CH2:7][CH:6]([C:4]([OH:5])=[O:3])[CH2:11][CH2:10]4)=[CH:17][CH:16]=3)=[O:20])[N:22]=2)[CH:35]=[CH:34][CH:33]=[CH:32][CH:31]=1. (5) Given the reactants [F:1][C:2]1[CH:9]=[CH:8][CH:7]=[C:6]([C:10]([F:13])([F:12])[F:11])[C:3]=1[CH2:4]Br.[F:14][C:15]([F:38])([C:19]1[CH:27]=[C:26]2[C:22]([C:23]([CH3:37])=[N:24][N:25]2CC2C(C)=CC=CC=2C)=[CH:21][CH:20]=1)[C:16]([OH:18])=[O:17], predict the reaction product. The product is: [F:38][C:15]([F:14])([C:19]1[CH:27]=[C:26]2[C:22]([C:23]([CH3:37])=[N:24][N:25]2[CH2:4][C:3]2[C:6]([C:10]([F:13])([F:12])[F:11])=[CH:7][CH:8]=[CH:9][C:2]=2[F:1])=[CH:21][CH:20]=1)[C:16]([OH:18])=[O:17]. (6) Given the reactants Br[C:2]1[CH:3]=[C:4]([C:8]2[C:17]3[C:12](=[CH:13][CH:14]=[CH:15][CH:16]=3)[CH:11]=[CH:10][CH:9]=2)[CH:5]=[CH:6][CH:7]=1.CCCCCC.C([Li])CCC.[B:29](OC(C)C)([O:34]C(C)C)[O:30]C(C)C.Cl, predict the reaction product. The product is: [C:8]1([C:4]2[CH:3]=[C:2]([B:29]([OH:34])[OH:30])[CH:7]=[CH:6][CH:5]=2)[C:17]2[C:12](=[CH:13][CH:14]=[CH:15][CH:16]=2)[CH:11]=[CH:10][CH:9]=1. (7) Given the reactants [CH3:1][C:2]1[CH:11]=[CH:10][C:9]2[C:4](=[CH:5][CH:6]=[C:7]([NH:18]C(=O)OC(C)(C)C)[C:8]=2[C:12]2[CH:17]=[CH:16][CH:15]=[CH:14][CH:13]=2)[N:3]=1.N, predict the reaction product. The product is: [CH3:1][C:2]1[CH:11]=[CH:10][C:9]2[C:4](=[CH:5][CH:6]=[C:7]([NH2:18])[C:8]=2[C:12]2[CH:17]=[CH:16][CH:15]=[CH:14][CH:13]=2)[N:3]=1. (8) Given the reactants [Br:1][C:2]1[CH:3]=[CH:4][C:5]([O:10][C:11]2[CH:16]=[CH:15][C:14]([C:17]([F:20])([F:19])[F:18])=[CH:13][CH:12]=2)=[C:6]([CH:9]=1)[CH:7]=O.[CH3:21][Si:22]([CH3:29])([CH3:28])N[Si:22]([CH3:29])([CH3:28])[CH3:21].C([Li])CCC.C[Si](Cl)(C)C.[CH2:40]([N:42](CC)CC)[CH3:41].C(Cl)(=[O:49])C, predict the reaction product. The product is: [Br:1][C:2]1[CH:3]=[CH:4][C:5]([O:10][C:11]2[CH:16]=[CH:15][C:14]([C:17]([F:20])([F:19])[F:18])=[CH:13][CH:12]=2)=[C:6]([CH:7]=[N:42][C:40]([O:49][Si:22]([CH3:29])([CH3:28])[CH3:21])=[CH2:41])[CH:9]=1. (9) Given the reactants [F:1][C:2]1[CH:7]=[C:6]([F:8])[CH:5]=[CH:4][C:3]=1[N:9]1[CH2:14][CH2:13][N:12]([CH2:15][C:16]#[C:17][C:18]2[CH:23]=[C:22]([NH2:24])[N:21]3[N:25]=[C:26]([C:28]4[O:29][CH:30]=[CH:31][CH:32]=4)[N:27]=[C:20]3[N:19]=2)[CH2:11][CH2:10]1, predict the reaction product. The product is: [F:1][C:2]1[CH:7]=[C:6]([F:8])[CH:5]=[CH:4][C:3]=1[N:9]1[CH2:10][CH2:11][N:12]([CH2:15][CH2:16][CH2:17][C:18]2[CH:23]=[C:22]([NH2:24])[N:21]3[N:25]=[C:26]([C:28]4[O:29][CH:30]=[CH:31][CH:32]=4)[N:27]=[C:20]3[N:19]=2)[CH2:13][CH2:14]1.